From a dataset of Peptide-MHC class II binding affinity with 134,281 pairs from IEDB. Regression. Given a peptide amino acid sequence and an MHC pseudo amino acid sequence, predict their binding affinity value. This is MHC class II binding data. (1) The peptide sequence is AGDGDVVAVDIKEKG. The MHC is DRB5_0101 with pseudo-sequence DRB5_0101. The binding affinity (normalized) is 0.104. (2) The peptide sequence is EKKYFAATQFEPIAA. The MHC is HLA-DPA10301-DPB10402 with pseudo-sequence HLA-DPA10301-DPB10402. The binding affinity (normalized) is 0.933. (3) The peptide sequence is HFTPQIICGNVSKGE. The MHC is DRB1_0101 with pseudo-sequence DRB1_0101. The binding affinity (normalized) is 0.863. (4) The peptide sequence is KTHESHLVRSWVTAG. The MHC is HLA-DQA10501-DQB10303 with pseudo-sequence HLA-DQA10501-DQB10303. The binding affinity (normalized) is 0.551. (5) The peptide sequence is SQVHIRRPGGAGRDG. The MHC is HLA-DQA10501-DQB10301 with pseudo-sequence HLA-DQA10501-DQB10301. The binding affinity (normalized) is 0.0301. (6) The peptide sequence is KDKFLANVSTVLTGK. The MHC is DRB1_0802 with pseudo-sequence DRB1_0802. The binding affinity (normalized) is 0.806. (7) The peptide sequence is DFREFSRAKGLNQEI. The MHC is HLA-DQA10401-DQB10402 with pseudo-sequence HLA-DQA10401-DQB10402. The binding affinity (normalized) is 0.303. (8) The peptide sequence is FDAFVAYHIGARIVS. The MHC is HLA-DQA10102-DQB10602 with pseudo-sequence HLA-DQA10102-DQB10602. The binding affinity (normalized) is 0.631. (9) The peptide sequence is LGGLWKTVSPHRSPI. The MHC is HLA-DQA10101-DQB10501 with pseudo-sequence HLA-DQA10101-DQB10501. The binding affinity (normalized) is 0.